Dataset: Catalyst prediction with 721,799 reactions and 888 catalyst types from USPTO. Task: Predict which catalyst facilitates the given reaction. (1) Reactant: [Li+].[OH-].[CH:3]1([C:6]2[N:7]=[C:8]([C:11]3[CH:16]=[C:15]([NH:17][C:18]([NH:20][CH2:21][CH3:22])=[O:19])[N:14]=[CH:13][C:12]=3[C:23]3[CH:24]=[C:25]4[C:30](=[CH:31][CH:32]=3)[N:29]([C@@H:33]([CH2:36][CH:37]([CH3:39])[CH3:38])[CH2:34][OH:35])[CH:28]=[C:27]([C:40]([O:42]CC)=[O:41])[C:26]4=[O:45])[S:9][CH:10]=2)[CH2:5][CH2:4]1.Cl. Product: [CH:3]1([C:6]2[N:7]=[C:8]([C:11]3[CH:16]=[C:15]([NH:17][C:18]([NH:20][CH2:21][CH3:22])=[O:19])[N:14]=[CH:13][C:12]=3[C:23]3[CH:24]=[C:25]4[C:30](=[CH:31][CH:32]=3)[N:29]([C@@H:33]([CH2:36][CH:37]([CH3:38])[CH3:39])[CH2:34][OH:35])[CH:28]=[C:27]([C:40]([OH:42])=[O:41])[C:26]4=[O:45])[S:9][CH:10]=2)[CH2:5][CH2:4]1. The catalyst class is: 24. (2) Reactant: [CH3:1][N:2]([CH3:15])[C:3]1[CH:12]=[C:11]([CH2:13][OH:14])[CH:10]=[CH:9][C:4]=1[C:5]([O:7][CH3:8])=[O:6].C(=O)([O-])[O-].[Ca+2].[Br-:21].[Br-].[Br-].C([N+](C)(C)C)C1C=CC=CC=1.C([N+](C)(C)C)C1C=CC=CC=1.C([N+](C)(C)C)C1C=CC=CC=1. Product: [Br:21][C:10]1[C:11]([CH2:13][OH:14])=[CH:12][C:3]([N:2]([CH3:1])[CH3:15])=[C:4]([CH:9]=1)[C:5]([O:7][CH3:8])=[O:6]. The catalyst class is: 61. (3) Reactant: [F:1][C:2]1[CH:7]=[CH:6][C:5]([NH:8][C:9]2[C:14]([C:15]([N:17]3[CH2:22][CH2:21][CH:20]([C:23]4[CH:28]=[CH:27][C:26]([F:29])=[CH:25][CH:24]=4)[CH2:19][CH2:18]3)=[O:16])=[CH:13][N:12]=[C:11]([S:30]([N:33]3[CH2:38][CH2:37][N:36](C(OC(C)(C)C)=O)[CH2:35][CH2:34]3)(=[O:32])=[O:31])[CH:10]=2)=[C:4]([CH3:46])[CH:3]=1.FC(F)(F)C(O)=O. Product: [F:1][C:2]1[CH:7]=[CH:6][C:5]([NH:8][C:9]2[CH:10]=[C:11]([S:30]([N:33]3[CH2:38][CH2:37][NH:36][CH2:35][CH2:34]3)(=[O:32])=[O:31])[N:12]=[CH:13][C:14]=2[C:15]([N:17]2[CH2:22][CH2:21][CH:20]([C:23]3[CH:24]=[CH:25][C:26]([F:29])=[CH:27][CH:28]=3)[CH2:19][CH2:18]2)=[O:16])=[C:4]([CH3:46])[CH:3]=1. The catalyst class is: 4. (4) Reactant: [CH:1]12[CH2:8][CH:5]([CH2:6][CH2:7]1)[C:4](=[O:9])[CH2:3][C:2]2=[O:10].[Cl:11][C:12]1[CH:13]=[C:14](N=C=O)[CH:15]=[CH:16][C:17]=1[Cl:18].[H-].[Na+].Cl.C[N:26](C)[CH:27]=[O:28]. Product: [Cl:11][C:12]1[CH:13]=[C:14]([C:1]23[CH2:8][CH:5]([CH2:6][CH2:7]2)[C:4](=[O:9])[CH:3]([C:27]([NH2:26])=[O:28])[C:2]3=[O:10])[CH:15]=[CH:16][C:17]=1[Cl:18]. The catalyst class is: 6. (5) Reactant: [N+:1]([C:4]1[CH:11]=[CH:10][C:7]([CH:8]=[O:9])=[CH:6][CH:5]=1)([O-:3])=[O:2].S([CH2:22][N+:23]#[C-:24])(C1C=CC(C)=CC=1)(=O)=O.C(=O)([O-])[O-].[K+].[K+]. Product: [N+:1]([C:4]1[CH:5]=[CH:6][C:7]([C:8]2[O:9][CH:24]=[N:23][CH:22]=2)=[CH:10][CH:11]=1)([O-:3])=[O:2]. The catalyst class is: 5.